Dataset: Forward reaction prediction with 1.9M reactions from USPTO patents (1976-2016). Task: Predict the product of the given reaction. (1) Given the reactants [H-].[Na+].[I-].[Na+].[C:5]([CH2:13][C:14]([O:16][CH2:17][CH3:18])=[O:15])(=[O:12])[C:6]1[CH:11]=[CH:10][CH:9]=[CH:8][CH:7]=1.[Cl:19][C:20]1[CH:25]=[CH:24][C:23]([NH:26][C:27](=[O:33])[O:28][C:29]([CH3:32])([CH3:31])[CH3:30])=[C:22]([C:34]2[CH:42]=[C:41]3[N:37]([CH:38]([C:43](=[O:46])[CH2:44]Cl)[CH2:39][CH2:40]3)[C:36](=[O:47])[CH:35]=2)[CH:21]=1.Cl, predict the reaction product. The product is: [C:5]([CH:13]([CH2:44][C:43]([CH:38]1[N:37]2[C:41](=[CH:42][C:34]([C:22]3[CH:21]=[C:20]([Cl:19])[CH:25]=[CH:24][C:23]=3[NH:26][C:27]([O:28][C:29]([CH3:32])([CH3:31])[CH3:30])=[O:33])=[CH:35][C:36]2=[O:47])[CH2:40][CH2:39]1)=[O:46])[C:14]([O:16][CH2:17][CH3:18])=[O:15])(=[O:12])[C:6]1[CH:11]=[CH:10][CH:9]=[CH:8][CH:7]=1. (2) Given the reactants C([O:3][P:4]([CH2:7][C:8]1[CH:13]=[C:12]([Cl:14])[CH:11]=[CH:10][C:9]=1[O:15][CH2:16][C:17]([N:19]1[CH2:24][CH:23]([CH3:25])[N:22]([CH2:26][C:27]2[CH:32]=[CH:31][C:30]([F:33])=[CH:29][CH:28]=2)[CH2:21][CH:20]1[CH3:34])=[O:18])([NH2:6])=[O:5])C.C[Si](Br)(C)C, predict the reaction product. The product is: [Cl:14][C:12]1[CH:11]=[CH:10][C:9]([O:15][CH2:16][C:17]([N:19]2[CH2:24][C@H:23]([CH3:25])[N:22]([CH2:26][C:27]3[CH:28]=[CH:29][C:30]([F:33])=[CH:31][CH:32]=3)[CH2:21][C@H:20]2[CH3:34])=[O:18])=[C:8]([CH:13]=1)[CH2:7][P:4]([NH2:6])(=[O:3])[OH:5]. (3) The product is: [CH3:5][O:4][C:2](=[O:3])[NH:6][C:7]1[CH:12]=[N:11][C:10]([N:13]2[CH2:30][CH2:29][CH2:28][C@@:15]3([C:19](=[O:20])[N:18]([C:21]4[CH:26]=[CH:25][CH:24]=[CH:23][C:22]=4[Cl:27])[CH2:17][CH2:16]3)[CH2:14]2)=[CH:9][CH:8]=1. Given the reactants Cl[C:2]([O:4][CH3:5])=[O:3].[NH2:6][C:7]1[CH:8]=[CH:9][C:10]([N:13]2[CH2:30][CH2:29][CH2:28][C@@:15]3([C:19](=[O:20])[N:18]([C:21]4[CH:26]=[CH:25][CH:24]=[CH:23][C:22]=4[Cl:27])[CH2:17][CH2:16]3)[CH2:14]2)=[N:11][CH:12]=1.N1C=CC=CC=1.C(Cl)Cl, predict the reaction product.